From a dataset of Forward reaction prediction with 1.9M reactions from USPTO patents (1976-2016). Predict the product of the given reaction. (1) Given the reactants Br[C:2]1[CH:6]=[C:5]([C:7]#[C:8][CH:9]2[CH2:11][CH2:10]2)[S:4][C:3]=1[C:12]([O:14][CH3:15])=[O:13].[NH2:16][CH2:17][C:18]([N:20]1[CH2:25][CH2:24][O:23][CH2:22][CH2:21]1)=[O:19].Cl.C([O-])([O-])=O.[Cs+].[Cs+].C1C=CC(P(C2C(C3C(P(C4C=CC=CC=4)C4C=CC=CC=4)=CC=C4C=3C=CC=C4)=C3C(C=CC=C3)=CC=2)C2C=CC=CC=2)=CC=1, predict the reaction product. The product is: [CH:9]1([C:8]#[C:7][C:5]2[S:4][C:3]([C:12]([O:14][CH3:15])=[O:13])=[C:2]([NH:16][CH2:17][C:18]([N:20]3[CH2:25][CH2:24][O:23][CH2:22][CH2:21]3)=[O:19])[CH:6]=2)[CH2:11][CH2:10]1. (2) Given the reactants C([O:4][CH2:5][CH2:6][CH2:7][CH2:8][O:9][C:10]1[C:17]([CH3:18])=[C:16]([O:19][CH2:20][CH2:21][CH3:22])[CH:15]=[CH:14][C:11]=1[CH:12]=[O:13])(=O)C.[Li+].[OH-].Cl, predict the reaction product. The product is: [OH:4][CH2:5][CH2:6][CH2:7][CH2:8][O:9][C:10]1[C:17]([CH3:18])=[C:16]([O:19][CH2:20][CH2:21][CH3:22])[CH:15]=[CH:14][C:11]=1[CH:12]=[O:13]. (3) Given the reactants [CH3:1][N:2]([CH3:19])[CH2:3][CH2:4][N:5]1[C:14]2[C:9](=[CH:10][C:11]([N+:15]([O-])=O)=[CH:12][CH:13]=2)[CH2:8][CH2:7][C:6]1=[O:18].O.NN, predict the reaction product. The product is: [NH2:15][C:11]1[CH:10]=[C:9]2[C:14](=[CH:13][CH:12]=1)[N:5]([CH2:4][CH2:3][N:2]([CH3:1])[CH3:19])[C:6](=[O:18])[CH2:7][CH2:8]2. (4) Given the reactants [CH3:1][C:2]1([CH3:17])[C:10]2[C:5](=[CH:6][CH:7]=[C:8]([C:11]3[CH:12]=[N:13][N:14]([CH3:16])[CH:15]=3)[CH:9]=2)[NH:4][CH2:3]1.Br[C:19]1[C:23]2[CH2:24][N:25]([C:28](=[O:30])[CH3:29])[CH2:26][CH2:27][C:22]=2[N:21]([CH3:31])[N:20]=1.C(O[Na])(C)(C)C.COC(C)(C)C.C1(P(C2CCCCC2)C2C=CC=CC=2C2C(OC(C)C)=CC=CC=2OC(C)C)CCCCC1, predict the reaction product. The product is: [CH3:1][C:2]1([CH3:17])[C:10]2[C:5](=[CH:6][CH:7]=[C:8]([C:11]3[CH:12]=[N:13][N:14]([CH3:16])[CH:15]=3)[CH:9]=2)[N:4]([C:19]2[C:23]3[CH2:24][N:25]([C:28](=[O:30])[CH3:29])[CH2:26][CH2:27][C:22]=3[N:21]([CH3:31])[N:20]=2)[CH2:3]1.